This data is from Forward reaction prediction with 1.9M reactions from USPTO patents (1976-2016). The task is: Predict the product of the given reaction. (1) Given the reactants [H][H].[C:3]([CH2:5][C:6]([NH:8][C@@H:9]([CH2:13][C:14]1[N:15]=[CH:16][NH:17][CH:18]=1)[C:10]([OH:12])=[O:11])=[O:7])#[N:4], predict the reaction product. The product is: [CH:18]1[N:17]=[CH:16][NH:15][C:14]=1[CH2:13][C@H:9]([NH:8][C:6]([CH2:5][CH2:3][NH2:4])=[O:7])[C:10]([OH:12])=[O:11]. (2) Given the reactants [CH3:1][O:2][C:3]1[CH:4]=[C:5]([CH:21]=[CH:22][C:23]=1[O:24][CH2:25][C:26]1[N:27]=[C:28]([C:32]2[CH:37]=[CH:36][CH:35]=[CH:34][CH:33]=2)[O:29][C:30]=1[CH3:31])[CH2:6][O:7][C:8]1[C:12]([CH:13]=O)=[CH:11][N:10]([C:15]2[CH:20]=[CH:19][CH:18]=[CH:17][CH:16]=2)[N:9]=1.C(OP([CH2:46][C:47]#[N:48])(OCC)=O)C.CN(C)C=O.[H-].[Na+], predict the reaction product. The product is: [CH3:1][O:2][C:3]1[CH:4]=[C:5]([CH:21]=[CH:22][C:23]=1[O:24][CH2:25][C:26]1[N:27]=[C:28]([C:32]2[CH:33]=[CH:34][CH:35]=[CH:36][CH:37]=2)[O:29][C:30]=1[CH3:31])[CH2:6][O:7][C:8]1[C:12](/[CH:13]=[CH:46]/[C:47]#[N:48])=[CH:11][N:10]([C:15]2[CH:16]=[CH:17][CH:18]=[CH:19][CH:20]=2)[N:9]=1. (3) Given the reactants [CH3:1][C:2]1[C@@H:19](OC([C@H](O)[C@@H](NC(C2C=CC=CC=2)=O)C2C=CC=CC=2)=O)[CH2:18][C@:14]2(O)[C:15]([CH3:17])([CH3:16])[C:3]=1[C@@H:4](OC(C)=O)[C:5]([C@@:7]1([CH3:58])[C@H:12]([C@@H:13]2OC(C2C=CC=CC=2)=O)[C@:11]2(OC(C)=O)[CH2:51]O[C@@H:10]2[CH2:9][C@@H:8]1O)=O.C1(=O)OC(=O)C=C1, predict the reaction product. The product is: [CH3:51][C@H:11]1[C@H:12]2[CH2:13][C@H:14]3[C:15]([CH3:16])([CH3:17])[C@@H:3]([CH2:4][CH2:5][C@:7]2([CH3:58])[CH2:8][CH2:9][CH2:10]1)[C@H:2]([CH3:1])[CH2:19][CH2:18]3. (4) The product is: [C:1]([C:3]1[N:4]=[CH:5][N:6]2[C:15]=1[C@@H:14]([CH2:16][CH3:17])[N:13]([CH:18]([CH3:20])[CH3:19])[C:12]1[N:11]=[C:10]([NH:21][C:22]3[C:30]([O:31][CH3:32])=[CH:29][C:25]([C:26]([NH:51][CH:48]4[CH2:47][CH2:46][N:45]([CH:42]5[CH2:43][CH2:44][N:39]([CH2:35][CH:36]([CH3:38])[CH3:37])[CH2:40][CH2:41]5)[CH2:50][CH2:49]4)=[O:28])=[C:24]([F:33])[CH:23]=3)[N:9]=[CH:8][C:7]2=1)#[N:2]. Given the reactants [C:1]([C:3]1[N:4]=[CH:5][N:6]2[C:15]=1[C@@H:14]([CH2:16][CH3:17])[N:13]([CH:18]([CH3:20])[CH3:19])[C:12]1[N:11]=[C:10]([NH:21][C:22]3[C:30]([O:31][CH3:32])=[CH:29][C:25]([C:26]([OH:28])=O)=[C:24]([F:33])[CH:23]=3)[N:9]=[CH:8][C:7]2=1)#[N:2].Cl.[CH2:35]([N:39]1[CH2:44][CH2:43][CH:42]([N:45]2[CH2:50][CH2:49][CH:48]([NH2:51])[CH2:47][CH2:46]2)[CH2:41][CH2:40]1)[CH:36]([CH3:38])[CH3:37], predict the reaction product. (5) Given the reactants [N+:1]([C:4]1C=[CH:10][C:7](C=O)=[CH:6][CH:5]=1)([O-])=O.[NH:12]1[CH:16]=[CH:15][CH:14]=[CH:13]1.ClN1C(=O)CCC1=O.ClC1C(=O)C(C#N)=C(C#N)C(=O)C=1Cl.[B:39](F)([F:41])[F:40].CCOCC, predict the reaction product. The product is: [B-:39]1([F:41])([F:40])[N+:1]2=[CH:4][CH:5]=[CH:6][C:7]2=[CH:10][C:16]2[N:12]1[CH:13]=[CH:14][CH:15]=2. (6) Given the reactants C1(S([N:10]2[C:14]3[N:15]=[CH:16][N:17]=[C:18]([C:19]4[C:20]([CH3:38])=[C:21]([NH:25][C:26](=[O:37])[C:27]5[CH:32]=[CH:31][C:30]([C:33]([CH3:36])([CH3:35])[CH3:34])=[CH:29][CH:28]=5)[CH:22]=[CH:23][CH:24]=4)[C:13]=3[CH:12]=[C:11]2[Br:39])(=O)=O)C=CC=CC=1.CC([O-])(C)C.[K+], predict the reaction product. The product is: [Br:39][C:11]1[NH:10][C:14]2[N:15]=[CH:16][N:17]=[C:18]([C:19]3[C:20]([CH3:38])=[C:21]([NH:25][C:26](=[O:37])[C:27]4[CH:32]=[CH:31][C:30]([C:33]([CH3:35])([CH3:36])[CH3:34])=[CH:29][CH:28]=4)[CH:22]=[CH:23][CH:24]=3)[C:13]=2[CH:12]=1. (7) The product is: [CH3:14][CH:13]([CH2:12][CH2:11][CH:10]=[C:8]([CH3:9])[CH3:7])[CH2:15][CH:16]1[O:6][CH:3]([CH:2]=[CH2:1])[CH2:4][O:5]1. Given the reactants [CH2:1]=[CH:2][CH:3]([OH:6])[CH2:4][OH:5].[CH3:7][C:8](=[CH:10][CH2:11][CH2:12][CH:13]([CH2:15][CH:16]=O)[CH3:14])[CH3:9], predict the reaction product. (8) Given the reactants [Cr](O[Cr]([O-])(=O)=O)([O-])(=O)=O.[NH+]1C=CC=CC=1.[NH+]1C=CC=CC=1.[F:22][C:23]([F:38])([F:37])[CH2:24][CH:25]([CH3:36])[CH:26]([C:29]1[CH:34]=[CH:33][C:32]([CH3:35])=[CH:31][CH:30]=1)[CH2:27][OH:28].[OH2:39], predict the reaction product. The product is: [F:22][C:23]([F:37])([F:38])[CH2:24][CH:25]([CH3:36])[CH:26]([C:29]1[CH:30]=[CH:31][C:32]([CH3:35])=[CH:33][CH:34]=1)[C:27]([OH:39])=[O:28]. (9) Given the reactants Cl[C:2]1[NH:10][C:9]2[C:4](=[N:5][CH:6]=[CH:7][CH:8]=2)[C:3]=1[C:11]#[N:12].[OH:13][CH2:14][C@H:15]1[CH2:19][CH2:18][CH2:17][NH:16]1, predict the reaction product. The product is: [OH:13][CH2:14][C@H:15]1[CH2:19][CH2:18][CH2:17][N:16]1[C:2]1[NH:10][C:9]2[C:4](=[N:5][CH:6]=[CH:7][CH:8]=2)[C:3]=1[C:11]#[N:12].